Predict the reactants needed to synthesize the given product. From a dataset of Full USPTO retrosynthesis dataset with 1.9M reactions from patents (1976-2016). (1) The reactants are: [CH2:1]([N:3]([S:17]([C:20]1[S:21][CH:22]=[CH:23][CH:24]=1)(=[O:19])=[O:18])[C:4]1[CH:5]=[CH:6][C:7]([CH3:16])=[C:8]2[C:12]=1[NH:11][C:10]([C:13]([NH2:15])=O)=[CH:9]2)[CH3:2].COC1C=CC(P2(SP(C3C=CC(OC)=CC=3)(=S)S2)=[S:34])=CC=1. Given the product [CH2:1]([N:3]([S:17]([C:20]1[S:21][CH:22]=[CH:23][CH:24]=1)(=[O:19])=[O:18])[C:4]1[CH:5]=[CH:6][C:7]([CH3:16])=[C:8]2[C:12]=1[NH:11][C:10]([C:13](=[S:34])[NH2:15])=[CH:9]2)[CH3:2], predict the reactants needed to synthesize it. (2) Given the product [CH3:55][O:54][C:52]([C@@H:49]1[CH2:50][CH2:51][N:48]1[C:29](=[O:31])[C:28]1[CH:32]=[C:24]([CH3:23])[CH:25]=[CH:26][C:27]=1[N:33]1[N:37]=[CH:36][CH:35]=[N:34]1)=[O:53], predict the reactants needed to synthesize it. The reactants are: CN(C(ON1N=NC2C=CC=CC1=2)=[N+](C)C)C.[B-](F)(F)(F)F.[CH3:23][C:24]1[CH:25]=[CH:26][C:27]([N:33]2[N:37]=[CH:36][CH:35]=[N:34]2)=[C:28]([CH:32]=1)[C:29]([OH:31])=O.CCN(C(C)C)C(C)C.Cl.[NH:48]1[CH2:51][CH2:50][C@H:49]1[C:52]([O:54][CH3:55])=[O:53]. (3) Given the product [NH2:7][CH2:8][CH2:9][N:10]([C:16]1[O:17][C:18]2[CH:24]=[CH:23][C:22]([Cl:25])=[CH:21][C:19]=2[N:20]=1)[CH2:11][CH2:12][C:13](=[O:15])[CH3:14], predict the reactants needed to synthesize it. The reactants are: C(OC(=O)[NH:7][CH2:8][CH2:9][N:10]([C:16]1[O:17][C:18]2[CH:24]=[CH:23][C:22]([Cl:25])=[CH:21][C:19]=2[N:20]=1)[CH2:11][CH2:12][C:13](=[O:15])[CH3:14])(C)(C)C.Cl. (4) Given the product [NH2:1][C:4]1[CH:9]=[CH:8][C:7]([CH2:10][CH2:11][CH2:12][C:13]2[N:17]([CH3:18])[N:16]=[C:15]([C:19]3[CH:24]=[CH:23][C:22]([F:25])=[CH:21][CH:20]=3)[C:14]=2[C:26]2[CH:27]=[CH:28][N:29]=[CH:30][CH:31]=2)=[CH:6][CH:5]=1, predict the reactants needed to synthesize it. The reactants are: [N+:1]([C:4]1[CH:9]=[CH:8][C:7]([CH2:10][CH2:11][CH2:12][C:13]2[N:17]([CH3:18])[N:16]=[C:15]([C:19]3[CH:24]=[CH:23][C:22]([F:25])=[CH:21][CH:20]=3)[C:14]=2[C:26]2[CH:31]=[CH:30][N:29]=[CH:28][CH:27]=2)=[CH:6][CH:5]=1)([O-])=O.C1CCCCC=1.